Dataset: Reaction yield outcomes from USPTO patents with 853,638 reactions. Task: Predict the reaction yield, written as a fraction of the theoretical maximum amount of product (1.0 means a 100% yield; for example, 0.34 means a 34% yield). The reactants are [OH:1][CH:2]1[CH2:7][CH2:6][O:5][CH:4]([C:8]2[CH:17]=[CH:16][CH:15]=[CH:14][C:9]=2[C:10]([O:12][CH3:13])=[O:11])[CH2:3]1.CC(OI1(OC(C)=O)(OC(C)=O)OC(=O)C2C=CC=CC1=2)=O. The catalyst is ClCCl. The product is [O:1]=[C:2]1[CH2:7][CH2:6][O:5][CH:4]([C:8]2[CH:17]=[CH:16][CH:15]=[CH:14][C:9]=2[C:10]([O:12][CH3:13])=[O:11])[CH2:3]1. The yield is 0.770.